From a dataset of Catalyst prediction with 721,799 reactions and 888 catalyst types from USPTO. Predict which catalyst facilitates the given reaction. (1) Reactant: [F:1][C:2]([F:14])([F:13])[C:3]1[CH:12]=[CH:11][C:6]([C:7](=O)[CH2:8]Br)=[CH:5][CH:4]=1.[NH2:15][C:16]1[CH:21]=[C:20]([C:22]([O:24][CH3:25])=[O:23])[CH:19]=[CH:18][N:17]=1. Product: [CH3:25][O:24][C:22]([C:20]1[CH:19]=[CH:18][N:17]2[CH:8]=[C:7]([C:6]3[CH:11]=[CH:12][C:3]([C:2]([F:14])([F:13])[F:1])=[CH:4][CH:5]=3)[N:15]=[C:16]2[CH:21]=1)=[O:23]. The catalyst class is: 131. (2) Reactant: [C:1]([O:5][C:6]([N:8]1[C:16]2[C:11](=[CH:12][C:13]([CH2:17][CH:18]([NH2:23])[C:19]([O:21][CH3:22])=[O:20])=[CH:14][CH:15]=2)[CH:10]=[N:9]1)=[O:7])([CH3:4])([CH3:3])[CH3:2].C1C(=O)N(OC(ON2C(=O)CCC2=O)=O)[C:26](=[O:27])C1.C(N(CC)C(C)C)(C)C.[NH:51]1[CH2:56][CH2:55][CH:54]([N:57]2[CH2:66][C:65]3[C:60](=[CH:61][CH:62]=[CH:63][CH:64]=3)[NH:59][C:58]2=[O:67])[CH2:53][CH2:52]1. Product: [C:1]([O:5][C:6]([N:8]1[C:16]2[C:11](=[CH:12][C:13]([CH2:17][CH:18]([C:19]([O:21][CH3:22])=[O:20])[NH:23][C:26]([N:51]3[CH2:52][CH2:53][CH:54]([N:57]4[CH2:66][C:65]5[C:60](=[CH:61][CH:62]=[CH:63][CH:64]=5)[NH:59][C:58]4=[O:67])[CH2:55][CH2:56]3)=[O:27])=[CH:14][CH:15]=2)[CH:10]=[N:9]1)=[O:7])([CH3:3])([CH3:4])[CH3:2]. The catalyst class is: 2. (3) Reactant: [CH2:1]([S:3]([C:6]1[CH:7]=[CH:8][C:9]([NH:19][CH2:20][CH2:21][O:22][C:23]([F:26])([F:25])[F:24])=[C:10]([NH:12][C:13](=O)[C:14]([CH3:17])([CH3:16])[CH3:15])[CH:11]=1)(=[O:5])=[O:4])[CH3:2]. Product: [C:14]([C:13]1[N:19]([CH2:20][CH2:21][O:22][C:23]([F:26])([F:25])[F:24])[C:9]2[CH:8]=[CH:7][C:6]([S:3]([CH2:1][CH3:2])(=[O:5])=[O:4])=[CH:11][C:10]=2[N:12]=1)([CH3:17])([CH3:16])[CH3:15]. The catalyst class is: 494. (4) The catalyst class is: 27. Reactant: [CH:1]1([NH:7][CH:8]2[CH2:13][CH2:12][CH2:11][CH2:10][CH2:9]2)[CH2:6][CH2:5][CH2:4][CH2:3][CH2:2]1.C([N:16](CC)CC)C.ClC(Cl)(O[C:25](=[O:31])OC(Cl)(Cl)Cl)Cl.[NH:33]1[CH2:38][CH2:37][CH2:36][CH2:35][CH2:34]1. Product: [CH:8]1([N:7]([CH:1]2[CH2:2][CH2:3][CH2:4][CH2:5][CH2:6]2)[C:25]([NH:16][N:33]2[CH2:38][CH2:37][CH2:36][CH2:35][CH2:34]2)=[O:31])[CH2:9][CH2:10][CH2:11][CH2:12][CH2:13]1. (5) Reactant: [CH3:1][C:2]1([CH3:22])[CH2:11][CH:10]=[C:9]([S:12][C:13]2[CH:18]=[CH:17][CH:16]=[CH:15][CH:14]=2)[C:8]2[CH:7]=[C:6]([C:19]([OH:21])=[O:20])[CH:5]=[CH:4][C:3]1=2.O[C:24]1[CH:34]=[CH:33][C:27]([C:28]([O:30][CH2:31][CH3:32])=[O:29])=[CH:26][CH:25]=1.Cl.CN(C)CCCN=C=NCC.CCOC(C)=O. Product: [CH3:1][C:2]1([CH3:22])[CH2:11][CH:10]=[C:9]([S:12][C:13]2[CH:14]=[CH:15][CH:16]=[CH:17][CH:18]=2)[C:8]2[CH:7]=[C:6]([C:19]([O:21][C:24]3[CH:34]=[CH:33][C:27]([C:28]([O:30][CH2:31][CH3:32])=[O:29])=[CH:26][CH:25]=3)=[O:20])[CH:5]=[CH:4][C:3]1=2. The catalyst class is: 3. (6) Reactant: Br[CH2:2][CH2:3][N:4]1[C:28](=[O:29])[N:7]2[CH:8]([C:21]3[CH:26]=[CH:25][CH:24]=[C:23]([OH:27])[CH:22]=3)[C:9]3[NH:10][C:11]4[C:16]([C:17]=3[CH2:18][C:6]2([CH3:30])[C:5]1=[O:31])=[CH:15][C:14]([O:19][CH3:20])=[CH:13][CH:12]=4.[C:32](=O)([O-])[O-].[Na+].[Na+].CN.O.[C:41](#[N:43])[CH3:42]. Product: [NH3:4].[CH:14]([O:19][CH:41]([CH3:42])[CH3:32])([CH3:15])[CH3:13].[OH:27][C:23]1[CH:22]=[C:21]([CH:8]2[C:9]3[NH:10][C:11]4[C:16](=[CH:15][C:14]([O:19][CH3:20])=[CH:13][CH:12]=4)[C:17]=3[CH2:18][C:6]3([CH3:30])[C:5](=[O:31])[N:4]([CH2:3][CH2:2][NH:43][CH3:41])[C:28](=[O:29])[N:7]23)[CH:26]=[CH:25][CH:24]=1. The catalyst class is: 7.